This data is from Reaction yield outcomes from USPTO patents with 853,638 reactions. The task is: Predict the reaction yield, written as a fraction of the theoretical maximum amount of product (1.0 means a 100% yield; for example, 0.34 means a 34% yield). (1) The reactants are [Br:1][C:2]1[CH:11]=[C:10]2[C:5]([CH:6]=[CH:7][C:8]([OH:12])=[CH:9]2)=[CH:4][CH:3]=1.C1(P(C2C=CC=CC=2)C2C=CC=CC=2)C=CC=CC=1.[CH3:32][C@H:33]1[CH2:38][CH2:37][CH2:36][C@@H:35]([CH3:39])[N:34]1[CH2:40][CH2:41]O.N(C(OC(C)C)=O)=NC(OC(C)C)=O. The catalyst is C1COCC1. The product is [Br:1][C:2]1[CH:11]=[C:10]2[C:5]([CH:6]=[CH:7][C:8]([O:12][CH2:41][CH2:40][N:34]3[C@H:35]([CH3:39])[CH2:36][CH2:37][CH2:38][C@@H:33]3[CH3:32])=[CH:9]2)=[CH:4][CH:3]=1. The yield is 0.750. (2) The reactants are [F:1][CH:2]([CH2:13][CH2:14][C:15]1[N:16]=[N:17][C:18](I)=[CH:19][CH:20]=1)[CH2:3][N:4]1[CH:8]=[C:7]([C:9]([NH:11][CH3:12])=[O:10])[N:6]=[N:5]1.FC(F)(F)C(O)=O.[F:29][C:30]([F:44])([F:43])[CH2:31][O:32][C:33]1[CH:38]=[CH:37][N:36]=[C:35]([CH2:39][C:40]([NH2:42])=[O:41])[CH:34]=1.C([O-])([O-])=O.[Cs+].[Cs+].CC1(C)C2C(=C(P(C3C=CC=CC=3)C3C=CC=CC=3)C=CC=2)OC2C(P(C3C=CC=CC=3)C3C=CC=CC=3)=CC=CC1=2. The catalyst is O1CCOCC1.C1C=CC([P]([Pd]([P](C2C=CC=CC=2)(C2C=CC=CC=2)C2C=CC=CC=2)([P](C2C=CC=CC=2)(C2C=CC=CC=2)C2C=CC=CC=2)[P](C2C=CC=CC=2)(C2C=CC=CC=2)C2C=CC=CC=2)(C2C=CC=CC=2)C2C=CC=CC=2)=CC=1. The product is [F:1][CH:2]([CH2:13][CH2:14][C:15]1[N:16]=[N:17][C:18]([NH:42][C:40](=[O:41])[CH2:39][C:35]2[CH:34]=[C:33]([O:32][CH2:31][C:30]([F:29])([F:43])[F:44])[CH:38]=[CH:37][N:36]=2)=[CH:19][CH:20]=1)[CH2:3][N:4]1[CH:8]=[C:7]([C:9]([NH:11][CH3:12])=[O:10])[N:6]=[N:5]1. The yield is 0.360. (3) The reactants are [CH2:1]([N:8]1[CH2:13][CH2:12][NH:11][CH:10]([CH2:14][OH:15])[CH2:9]1)[C:2]1[CH:7]=[CH:6][CH:5]=[CH:4][CH:3]=1.[C:16](N1C=CN=C1)(N1C=CN=C1)=[O:17].C(N(CC)CC)C.O1CCCC1. The catalyst is O. The product is [CH2:1]([N:8]1[CH2:13][CH2:12][N:11]2[C:16](=[O:17])[O:15][CH2:14][CH:10]2[CH2:9]1)[C:2]1[CH:3]=[CH:4][CH:5]=[CH:6][CH:7]=1. The yield is 0.650. (4) The reactants are [CH3:1][O:2][C:3]1[C:12]([NH:13][C:14](=[O:18])OCC)=[N:11][C:10]2[C:5](=[CH:6][CH:7]=[C:8]([O:19][CH3:20])[CH:9]=2)[N:4]=1.[CH3:21][O:22][C:23]1[CH:28]=[CH:27][CH:26]=[CH:25][C:24]=1[N:29]1[CH2:34][CH2:33][NH:32][CH2:31][CH2:30]1. No catalyst specified. The product is [CH3:1][O:2][C:3]1[C:12]([NH:13][C:14]([N:32]2[CH2:31][CH2:30][N:29]([C:24]3[CH:25]=[CH:26][CH:27]=[CH:28][C:23]=3[O:22][CH3:21])[CH2:34][CH2:33]2)=[O:18])=[N:11][C:10]2[C:5](=[CH:6][CH:7]=[C:8]([O:19][CH3:20])[CH:9]=2)[N:4]=1. The yield is 0.840. (5) The reactants are [NH2:1][C@H:2]([C:7]([OH:9])=[O:8])[CH2:3][CH:4]([CH3:6])[CH3:5].[C:10]1([CH3:20])[CH:15]=[CH:14][C:13]([S:16]([OH:19])(=[O:18])=[O:17])=[CH:12][CH:11]=1.CC[CH2:23][CH2:24][CH2:25][CH2:26][CH3:27]. The catalyst is C1CCCCC1.C1(O)CCCC1. The product is [C:10]1([CH3:20])[CH:11]=[CH:12][C:13]([S:16]([OH:19])(=[O:17])=[O:18])=[CH:14][CH:15]=1.[CH:23]1([O:8][C:7](=[O:9])[C@@H:2]([NH2:1])[CH2:3][CH:4]([CH3:6])[CH3:5])[CH2:24][CH2:25][CH2:26][CH2:27]1. The yield is 0.850. (6) The reactants are C(OC(=O)[NH:10][CH2:11][CH2:12][CH2:13][CH2:14][C:15]1[CH:20]=[CH:19][C:18]([O:21][CH2:22][C:23](=[O:31])[NH:24][C:25]2[CH:30]=[CH:29][CH:28]=[CH:27][CH:26]=2)=[CH:17][CH:16]=1)C1C=CC=CC=1.C(O)(=O)C. The catalyst is C(O)C.C1COCC1.[Pd]. The product is [NH2:10][CH2:11][CH2:12][CH2:13][CH2:14][C:15]1[CH:20]=[CH:19][C:18]([O:21][CH2:22][C:23]([NH:24][C:25]2[CH:26]=[CH:27][CH:28]=[CH:29][CH:30]=2)=[O:31])=[CH:17][CH:16]=1. The yield is 0.970. (7) The reactants are C[O:2][C:3]1[CH:17]=[CH:16][C:6]2[NH:7][C:8](=[O:15])[C:9]3[CH:10]=[CH:11][CH:12]=[N:13][C:14]=3[C:5]=2[CH:4]=1.ClCCl.B(Br)(Br)Br. The catalyst is ClCCl. The product is [OH:2][C:3]1[CH:17]=[CH:16][C:6]2[NH:7][C:8](=[O:15])[C:9]3[CH:10]=[CH:11][CH:12]=[N:13][C:14]=3[C:5]=2[CH:4]=1. The yield is 0.700. (8) The reactants are [Na].[CH2:2]([OH:4])[CH3:3].Br[C:6]1[CH:7]=[N:8][CH:9]=[C:10]([Br:12])[CH:11]=1.CN(C=O)C. The catalyst is O. The product is [Br:12][C:10]1[CH:11]=[C:6]([O:4][CH2:2][CH3:3])[CH:7]=[N:8][CH:9]=1. The yield is 0.850. (9) The yield is 0.450. The catalyst is ClCCl.C(O)C. The reactants are Cl.[F:2][C:3]1[CH:8]=[CH:7][CH:6]=[CH:5][C:4]=1[N:9]([CH2:33][CH2:34][C:35]([O:37]CC)=[O:36])[C:10]([C:12]1[CH:32]=[CH:31][C:15]2[N:16]([CH3:30])[C:17]([CH2:19][NH:20][C:21]3[CH:26]=[CH:25][C:24]([C:27](=[NH:29])[NH2:28])=[CH:23][CH:22]=3)=[N:18][C:14]=2[CH:13]=1)=[O:11].[OH-].[Na+]. The product is [F:2][C:3]1[CH:8]=[CH:7][CH:6]=[CH:5][C:4]=1[N:9]([CH2:33][CH2:34][C:35]([OH:37])=[O:36])[C:10]([C:12]1[CH:32]=[CH:31][C:15]2[N:16]([CH3:30])[C:17]([CH2:19][NH:20][C:21]3[CH:26]=[CH:25][C:24]([C:27](=[NH:28])[NH2:29])=[CH:23][CH:22]=3)=[N:18][C:14]=2[CH:13]=1)=[O:11].